From a dataset of Full USPTO retrosynthesis dataset with 1.9M reactions from patents (1976-2016). Predict the reactants needed to synthesize the given product. (1) Given the product [F:1][C:2]1[CH:7]=[CH:6][CH:5]=[CH:4][C:3]=1[C:8]1[N:9]([S:23]([C:17]2[CH:22]=[CH:21][CH:20]=[CH:19][CH:18]=2)(=[O:25])=[O:24])[CH:10]=[C:11]([CH:13]=[O:14])[N:12]=1, predict the reactants needed to synthesize it. The reactants are: [F:1][C:2]1[CH:7]=[CH:6][CH:5]=[CH:4][C:3]=1[C:8]1[NH:9][CH:10]=[C:11]([CH:13]=[O:14])[N:12]=1.[H-].[Na+].[C:17]1([S:23](Cl)(=[O:25])=[O:24])[CH:22]=[CH:21][CH:20]=[CH:19][CH:18]=1. (2) Given the product [C:18]([CH2:17][CH2:16][C:6]1[C:5]2[C:9](=[CH:10][C:2]([Br:1])=[CH:3][CH:4]=2)[NH:8][C:7]=1[C:11]([OH:13])=[O:12])([OH:20])=[O:19], predict the reactants needed to synthesize it. The reactants are: [Br:1][C:2]1[CH:10]=[C:9]2[C:5]([C:6]([CH2:16][CH2:17][C:18]([O:20]CC)=[O:19])=[C:7]([C:11]([O:13]CC)=[O:12])[NH:8]2)=[CH:4][CH:3]=1.O.O.O.[OH-].[Li+].C(CCC1C2C(=CC(I)=CC=2)NC=1C(O)=O)(O)=O. (3) Given the product [O:16]1[CH2:21][CH2:20][CH:19]([C:2]2[C:3]([O:8][C:9]3[CH:15]=[CH:14][C:12]([NH2:13])=[CH:11][CH:10]=3)=[N:4][CH:5]=[CH:6][N:7]=2)[CH2:18][CH2:17]1, predict the reactants needed to synthesize it. The reactants are: Cl[C:2]1[C:3]([O:8][C:9]2[CH:15]=[CH:14][C:12]([NH2:13])=[CH:11][CH:10]=2)=[N:4][CH:5]=[CH:6][N:7]=1.[O:16]1[CH2:21][CH2:20][CH:19]([Mg]Cl)[CH2:18][CH2:17]1.